This data is from Full USPTO retrosynthesis dataset with 1.9M reactions from patents (1976-2016). The task is: Predict the reactants needed to synthesize the given product. Given the product [Cl:1][C:2]1[C:7]([CH2:8][C:9]([OH:11])=[O:10])=[C:6]([N:13]([CH2:15][C:16]([NH:18][CH:19]2[CH2:20][CH2:21][CH2:22][CH2:23]2)=[O:17])[CH3:14])[N:5]=[C:4]([CH2:24][C:25]2[CH:26]=[CH:27][C:28]([NH:31][CH2:32][CH:33]3[CH2:38][CH2:37][CH2:36][CH2:35][CH2:34]3)=[CH:29][CH:30]=2)[N:3]=1, predict the reactants needed to synthesize it. The reactants are: [Cl:1][C:2]1[C:7]([CH2:8][C:9]([O:11]C)=[O:10])=[C:6]([N:13]([CH2:15][C:16]([NH:18][CH:19]2[CH2:23][CH2:22][CH2:21][CH2:20]2)=[O:17])[CH3:14])[N:5]=[C:4]([CH2:24][C:25]2[CH:30]=[CH:29][C:28]([NH:31][CH2:32][CH:33]3[CH2:38][CH2:37][CH2:36][CH2:35][CH2:34]3)=[CH:27][CH:26]=2)[N:3]=1.[OH-].[Na+].Cl.